This data is from Full USPTO retrosynthesis dataset with 1.9M reactions from patents (1976-2016). The task is: Predict the reactants needed to synthesize the given product. (1) Given the product [F:1][C:2]1[CH:7]=[CH:6][C:5]([C:8]2[N:9]=[CH:10][N:11]([CH2:23][CH2:24][N:25]3[CH2:26][CH2:27][O:28][CH2:29][CH2:30]3)[C:12]=2[C:13]2[CH:14]=[CH:15][C:16]3[N:17]([CH:19]=[C:20]([NH:22][C:31](=[O:38])[C:32]4[CH:37]=[CH:36][N:35]=[CH:34][CH:33]=4)[N:21]=3)[N:18]=2)=[CH:4][CH:3]=1, predict the reactants needed to synthesize it. The reactants are: [F:1][C:2]1[CH:7]=[CH:6][C:5]([C:8]2[N:9]=[CH:10][N:11]([CH2:23][CH2:24][N:25]3[CH2:30][CH2:29][O:28][CH2:27][CH2:26]3)[C:12]=2[C:13]2[CH:14]=[CH:15][C:16]3[N:17]([CH:19]=[C:20]([NH2:22])[N:21]=3)[N:18]=2)=[CH:4][CH:3]=1.[C:31](O)(=[O:38])[C:32]1[CH:37]=[CH:36][N:35]=[CH:34][CH:33]=1.CN(C(ON1N=NC2C=CC=NC1=2)=[N+](C)C)C.F[P-](F)(F)(F)(F)F.CCN(C(C)C)C(C)C. (2) Given the product [S:3]1[C:4]2[CH2:10][CH2:9][NH:8][CH2:7][CH2:6][C:5]=2[N:17]=[C:2]1[C:24]1[CH:25]=[C:20]([CH:21]=[CH:22][CH:23]=1)[C:18]#[N:19], predict the reactants needed to synthesize it. The reactants are: I[C:2]1[S:3][C:4]2[CH2:10][CH2:9][N:8](C(=O)C(F)(F)F)[CH2:7][CH2:6][C:5]=2[N:17]=1.[C:18]([C:20]1[CH:21]=[C:22](B(O)O)[CH:23]=[CH:24][CH:25]=1)#[N:19]. (3) Given the product [CH3:11][O:10][C:8]([C@@H:5]1[CH2:4][C@H:3]([F:2])[CH2:7][N:6]1[CH2:25][CH2:24][CH:23]=[CH2:22])=[O:9], predict the reactants needed to synthesize it. The reactants are: Cl.[F:2][C@@H:3]1[CH2:7][NH:6][C@H:5]([C:8]([O:10][CH3:11])=[O:9])[CH2:4]1.CCN(C(C)C)C(C)C.Br[CH2:22][CH2:23][CH:24]=[CH2:25]. (4) Given the product [C:2]([C:7]1[O:11][C:10]([CH2:12][N:13]2[CH:17]=[CH:16][C:15]([NH:18][C:30]([C:26]3[N:27]=[CH:28][O:29][C:25]=3[C:21]3[CH:20]=[C:19]([C:33]4[CH:38]=[CH:37][CH:36]=[CH:35][CH:34]=4)[CH:24]=[CH:23][CH:22]=3)=[O:31])=[N:14]2)=[CH:9][CH:8]=1)(=[O:6])[CH3:1], predict the reactants needed to synthesize it. The reactants are: [CH3:1][C:2]1([C:7]2[O:11][C:10]([CH2:12][N:13]3[CH:17]=[CH:16][C:15]([NH2:18])=[N:14]3)=[CH:9][CH:8]=2)[O:6]CCO1.[C:19]1([C:33]2[CH:38]=[CH:37][CH:36]=[CH:35][CH:34]=2)[CH:24]=[CH:23][CH:22]=[C:21]([C:25]2[O:29][CH:28]=[N:27][C:26]=2[C:30](O)=[O:31])[CH:20]=1. (5) Given the product [CH3:1][O:2][C:3]1[CH:4]=[CH:5][C:6]([CH2:9][C:10]([O:12][CH3:18])=[O:11])=[CH:7][CH:8]=1, predict the reactants needed to synthesize it. The reactants are: [CH3:1][O:2][C:3]1[CH:8]=[CH:7][C:6]([CH2:9][C:10]([OH:12])=[O:11])=[CH:5][CH:4]=1.OS(O)(=O)=O.[CH3:18]O.